Dataset: Forward reaction prediction with 1.9M reactions from USPTO patents (1976-2016). Task: Predict the product of the given reaction. (1) Given the reactants [F:1][C:2]1[CH:3]=[CH:4][C:5]2[N:14]=[C:13]([N:15]3[CH2:20][CH2:19][NH:18][C@@H:17]([CH2:21][CH2:22][CH2:23][O:24][CH3:25])[CH2:16]3)[C:12]3[CH:11]=[C:10]([CH3:26])[S:9][C:8]=3[NH:7][C:6]=2[CH:27]=1.C=O.[C:30](O[BH-](OC(=O)C)OC(=O)C)(=O)C.[Na+], predict the reaction product. The product is: [F:1][C:2]1[CH:3]=[CH:4][C:5]2[N:14]=[C:13]([N:15]3[CH2:20][CH2:19][N:18]([CH3:30])[C@@H:17]([CH2:21][CH2:22][CH2:23][O:24][CH3:25])[CH2:16]3)[C:12]3[CH:11]=[C:10]([CH3:26])[S:9][C:8]=3[NH:7][C:6]=2[CH:27]=1. (2) The product is: [F:22][C:18]1[CH:17]=[C:16]([C:15]2[S:14][C:13]([CH3:23])=[N:12][C:11]=2[C:9]([N:4]2[C@H:3]([CH2:2][NH:1][C:33]([C:32]3[C:27]4[O:26][CH2:25][O:24][C:28]=4[CH:29]=[CH:30][CH:31]=3)=[O:34])[CH2:8][C@H:7]3[C@@H:5]2[CH2:6]3)=[O:10])[CH:21]=[CH:20][CH:19]=1. Given the reactants [NH2:1][CH2:2][C@@H:3]1[CH2:8][C@H:7]2[C@H:5]([CH2:6]2)[N:4]1[C:9]([C:11]1[N:12]=[C:13]([CH3:23])[S:14][C:15]=1[C:16]1[CH:21]=[CH:20][CH:19]=[C:18]([F:22])[CH:17]=1)=[O:10].[O:24]1[C:28]2[CH:29]=[CH:30][CH:31]=[C:32]([C:33](O)=[O:34])[C:27]=2[O:26][CH2:25]1, predict the reaction product. (3) Given the reactants Cl[C:2]1[C:7]([F:8])=[C:6](Cl)[N:5]=[C:4]([CH3:10])[N:3]=1.[S:11]1[CH:15]=[CH:14][N:13]=[C:12]1[CH2:16][NH2:17].C(N(CC)CC)C.[NH2:25][NH2:26], predict the reaction product. The product is: [F:8][C:7]1[C:2]([NH:25][NH2:26])=[N:3][C:4]([CH3:10])=[N:5][C:6]=1[NH:17][CH2:16][C:12]1[S:11][CH:15]=[CH:14][N:13]=1.